From a dataset of Forward reaction prediction with 1.9M reactions from USPTO patents (1976-2016). Predict the product of the given reaction. (1) The product is: [OH:40][CH2:39][CH:31]1[CH2:32][C:33]2[C:38](=[CH:37][CH:36]=[CH:35][CH:34]=2)[N:30]1[C:26]([C:22]1[N:23]=[CH:24][N:25]=[C:20]([N:17]2[CH2:16][CH2:15][CH:14]([N:10]3[CH2:9][CH2:8][C:7]4[CH:29]=[C:3]([O:2][CH3:1])[CH:4]=[CH:5][C:6]=4[NH:12][C:11]3=[O:13])[CH2:19][CH2:18]2)[CH:21]=1)=[O:27]. Given the reactants [CH3:1][O:2][C:3]1[CH:4]=[CH:5][C:6]2[NH:12][C:11](=[O:13])[N:10]([CH:14]3[CH2:19][CH2:18][N:17]([C:20]4[N:25]=[CH:24][N:23]=[C:22]([C:26](O)=[O:27])[CH:21]=4)[CH2:16][CH2:15]3)[CH2:9][CH2:8][C:7]=2[CH:29]=1.[NH:30]1[C:38]2[C:33](=[CH:34][CH:35]=[CH:36][CH:37]=2)[CH2:32][CH:31]1[CH2:39][OH:40].CN(C(ON1N=NC2C=CC=CC1=2)=[N+](C)C)C.[B-](F)(F)(F)F, predict the reaction product. (2) Given the reactants C(N(S(F)(F)[F:7])CC)C.O[CH:11]1[CH2:16][CH2:15][CH2:14][CH2:13][CH:12]1[C:17]1[C:18]2[S:24][C:23]([C:25]([O:27][CH3:28])=[O:26])=[CH:22][C:19]=2[NH:20][CH:21]=1.C([O-])(O)=O.[Na+], predict the reaction product. The product is: [F:7][CH:11]1[CH2:16][CH2:15][CH2:14][CH2:13][CH:12]1[C:17]1[C:18]2[S:24][C:23]([C:25]([O:27][CH3:28])=[O:26])=[CH:22][C:19]=2[NH:20][CH:21]=1.